Dataset: Full USPTO retrosynthesis dataset with 1.9M reactions from patents (1976-2016). Task: Predict the reactants needed to synthesize the given product. Given the product [F:1][C:2]([F:9])([F:8])/[CH:3]=[CH:4]/[C:5]([N:20]1[CH2:21][CH2:22][N:17]([C:23]2[CH:32]=[CH:31][C:30]3[C:25](=[CH:26][CH:27]=[CH:28][CH:29]=3)[N:24]=2)[CH2:18][CH2:19]1)=[O:6], predict the reactants needed to synthesize it. The reactants are: [F:1][C:2]([F:9])([F:8])/[CH:3]=[CH:4]/[C:5](O)=[O:6].C(Cl)(=O)C(Cl)=O.Cl.[N:17]1([C:23]2[CH:32]=[CH:31][C:30]3[C:25](=[CH:26][CH:27]=[CH:28][CH:29]=3)[N:24]=2)[CH2:22][CH2:21][NH:20][CH2:19][CH2:18]1.C(N(CC)CC)C.